Dataset: Full USPTO retrosynthesis dataset with 1.9M reactions from patents (1976-2016). Task: Predict the reactants needed to synthesize the given product. (1) Given the product [N:1]1([CH:6]2[CH2:11][CH2:10][CH2:9]/[C:8](=[N:14]/[OH:15])/[CH2:7]2)[CH:5]=[N:4][CH:3]=[N:2]1, predict the reactants needed to synthesize it. The reactants are: [N:1]1([CH:6]2[CH2:11][CH2:10][CH2:9][C:8](=O)[CH2:7]2)[CH:5]=[N:4][CH:3]=[N:2]1.Cl.[NH2:14][OH:15]. (2) The reactants are: C(OC([N:8]([CH3:18])[C@@H:9]([CH2:13][C:14]([CH3:17])([CH3:16])C)[C:10]([OH:12])=O)=O)(C)(C)C.[F:19][C:20]([F:38])([F:37])[O:21][C:22]1[CH:27]=[CH:26][C:25]([N:28]2[CH2:32][C@@H:31]3[C@@H:33]([NH2:36])[CH2:34][CH2:35][C@@H:30]3[CH2:29]2)=[CH:24][CH:23]=1.FC(F)(F)C1N=C(N2C[C@@H]3[C@@H](N)CC[C@@H]3C2)C=CC=1. Given the product [CH:14]1([CH2:13][C@@H:9]([C:10]([NH:36][C@@H:33]2[C@@H:31]3[C@@H:30]([CH2:29][N:28]([C:25]4[CH:24]=[CH:23][C:22]([O:21][C:20]([F:38])([F:19])[F:37])=[CH:27][CH:26]=4)[CH2:32]3)[CH2:35][CH2:34]2)=[O:12])[NH:8][CH3:18])[CH2:16][CH2:17]1, predict the reactants needed to synthesize it. (3) Given the product [Cl:1][C:2]1[CH:3]=[C:4]([C:8]2[N:9]([CH2:19][C:20]3[CH:25]=[C:24]([Cl:26])[CH:23]=[CH:22][C:21]=3[Cl:27])[C:10]([C:15]([OH:17])=[O:16])=[C:11]([CH2:13][OH:14])[N:12]=2)[CH:5]=[N:6][CH:7]=1, predict the reactants needed to synthesize it. The reactants are: [Cl:1][C:2]1[CH:3]=[C:4]([C:8]2[N:9]([CH2:19][C:20]3[CH:25]=[C:24]([Cl:26])[CH:23]=[CH:22][C:21]=3[Cl:27])[C:10]([C:15]([O:17]C)=[O:16])=[C:11]([CH2:13][OH:14])[N:12]=2)[CH:5]=[N:6][CH:7]=1.[OH-].[Na+].Cl. (4) The reactants are: [C:1]([O:5][C:6]([NH:8][C@@H:9]1[CH2:14][CH2:13][C@H:12](C(O)=O)[CH2:11][CH2:10]1)=[O:7])([CH3:4])([CH3:3])[CH3:2].C([N:20]([CH2:23]C)CC)C.C1(P(N=[N+]=[N-])(C2C=CC=CC=2)=[O:32])C=CC=CC=1.[CH2:42]([OH:49])[C:43]1[CH:48]=[CH:47][CH:46]=[CH:45][CH:44]=1. Given the product [CH2:42]([O:49][C:23](=[O:32])[NH:20][C@H:12]1[CH2:11][CH2:10][C@@H:9]([NH:8][C:6]([O:5][C:1]([CH3:2])([CH3:3])[CH3:4])=[O:7])[CH2:14][CH2:13]1)[C:43]1[CH:48]=[CH:47][CH:46]=[CH:45][CH:44]=1, predict the reactants needed to synthesize it. (5) Given the product [Cl:1][C:2]1[CH:7]=[CH:6][C:5]([N:8]([CH2:33][CH:34]2[CH2:36][CH2:35]2)[C:9]2[CH:10]=[CH:11][C:12]([C:15](=[N:38][OH:37])[C:17]3[CH:18]=[CH:19][C:20]([O:26][C:27]4[CH:32]=[CH:31][CH:30]=[CH:29][CH:28]=4)=[C:21]([CH:25]=3)[C:22]([OH:24])=[O:23])=[N:13][CH:14]=2)=[CH:4][CH:3]=1, predict the reactants needed to synthesize it. The reactants are: [Cl:1][C:2]1[CH:7]=[CH:6][C:5]([N:8]([CH2:33][CH:34]2[CH2:36][CH2:35]2)[C:9]2[CH:10]=[CH:11][C:12]([C:15]([C:17]3[CH:18]=[CH:19][C:20]([O:26][C:27]4[CH:32]=[CH:31][CH:30]=[CH:29][CH:28]=4)=[C:21]([CH:25]=3)[C:22]([OH:24])=[O:23])=O)=[N:13][CH:14]=2)=[CH:4][CH:3]=1.[OH:37][NH2:38].Cl. (6) Given the product [N:13]1[C:14]2[C:9](=[CH:8][CH:7]=[CH:6][C:5]=2[O:4][CH2:1][CH:2]=[O:16])[CH:10]=[CH:11][CH:12]=1, predict the reactants needed to synthesize it. The reactants are: [CH2:1]([O:4][C:5]1[CH:6]=[CH:7][CH:8]=[C:9]2[C:14]=1[N:13]=[CH:12][CH:11]=[CH:10]2)[CH:2]=C.I([O-])(=O)(=O)=[O:16].[Na+].C1COCC1.CO. (7) Given the product [C:23]1([O:22][C:20](=[O:21])[NH:1][C:2]2[C:11]3[CH2:10][C@H:9]([OH:12])[CH2:8][CH2:7][C:6]=3[CH:5]=[CH:4][CH:3]=2)[CH:28]=[CH:27][CH:26]=[CH:25][CH:24]=1, predict the reactants needed to synthesize it. The reactants are: [NH2:1][C:2]1[CH:3]=[CH:4][CH:5]=[C:6]2[C:11]=1[CH2:10][C@H:9]([OH:12])[CH2:8][CH2:7]2.N1C=CC=CC=1.Cl[C:20]([O:22][C:23]1[CH:28]=[CH:27][CH:26]=[CH:25][CH:24]=1)=[O:21].C(OC(=O)C)C. (8) Given the product [CH3:22][C:20]1[CH:21]=[C:16]([O:14][N:13]=[C:11]([CH2:10][CH2:9][C:3]2[CH:8]=[CH:7][CH:6]=[CH:5][CH:4]=2)[CH3:12])[CH:17]=[CH:18][C:19]=1[N+:23]([O-:25])=[O:24], predict the reactants needed to synthesize it. The reactants are: [H-].[Na+].[C:3]1([CH2:9][CH2:10][C:11](=[N:13][OH:14])[CH3:12])[CH:8]=[CH:7][CH:6]=[CH:5][CH:4]=1.F[C:16]1[CH:17]=[CH:18][C:19]([N+:23]([O-:25])=[O:24])=[C:20]([CH3:22])[CH:21]=1.O.